From a dataset of Catalyst prediction with 721,799 reactions and 888 catalyst types from USPTO. Predict which catalyst facilitates the given reaction. Reactant: C([O:5][C:6](=[O:33])[CH2:7][CH:8]([S:17]([N:20]1[CH2:25][CH2:24][CH:23]([CH2:26][C:27]2[CH:32]=[CH:31][CH:30]=[CH:29][CH:28]=2)[CH2:22][CH2:21]1)(=[O:19])=[O:18])[CH2:9][CH2:10][C:11]1[CH:16]=[CH:15][CH:14]=[CH:13][CH:12]=1)(C)(C)C.C(O)(C(F)(F)F)=O. Product: [CH2:26]([CH:23]1[CH2:24][CH2:25][N:20]([S:17]([CH:8]([CH2:9][CH2:10][C:11]2[CH:16]=[CH:15][CH:14]=[CH:13][CH:12]=2)[CH2:7][C:6]([OH:33])=[O:5])(=[O:19])=[O:18])[CH2:21][CH2:22]1)[C:27]1[CH:32]=[CH:31][CH:30]=[CH:29][CH:28]=1. The catalyst class is: 2.